Dataset: Full USPTO retrosynthesis dataset with 1.9M reactions from patents (1976-2016). Task: Predict the reactants needed to synthesize the given product. (1) Given the product [CH:2]([C:3]1[CH:4]=[CH:5][C:6]([CH3:13])=[C:7]([CH:12]=1)[C:8]([O:10][CH3:11])=[O:9])=[O:1], predict the reactants needed to synthesize it. The reactants are: [OH:1][CH2:2][C:3]1[CH:4]=[CH:5][C:6]([CH3:13])=[C:7]([CH:12]=1)[C:8]([O:10][CH3:11])=[O:9].C(Cl)(=O)C(Cl)=O.CS(C)=O.CCN(CC)CC. (2) The reactants are: [CH2:1]([O:3][C:4]1[CH:9]=[CH:8][CH:7]=[CH:6][C:5]=1[OH:10])[CH3:2].O[C@H:12]1[CH2:17][CH2:16][CH2:15][N:14]([C:18]([O:20][C:21]([CH3:24])([CH3:23])[CH3:22])=[O:19])[CH2:13]1.C1(P(C2C=CC=CC=2)C2C=CC=CC=2)C=CC=CC=1.CC(OC(/N=N/C(OC(C)C)=O)=O)C. Given the product [CH2:1]([O:3][C:4]1[CH:9]=[CH:8][CH:7]=[CH:6][C:5]=1[O:10][C@@H:16]1[CH2:17][CH2:12][CH2:13][N:14]([C:18]([O:20][C:21]([CH3:24])([CH3:23])[CH3:22])=[O:19])[CH2:15]1)[CH3:2], predict the reactants needed to synthesize it. (3) Given the product [CH2:1]([C:5]1[CH:6]=[CH:7][C:8]([C:9]([NH2:11])=[O:10])=[CH:12][C:13]=1[N+:25]([O-:27])=[O:26])[CH:2]([CH3:4])[CH3:3], predict the reactants needed to synthesize it. The reactants are: [CH2:1]([C:5]1[CH:13]=[CH:12][C:8]([C:9]([NH2:11])=[O:10])=[CH:7][CH:6]=1)[CH:2]([CH3:4])[CH3:3].COC1C([N+:25]([O-:27])=[O:26])=CC(C(N)=O)=C(C)C=1. (4) Given the product [CH3:56][S:57]([O:39][C@H:36]1[CH2:37][CH2:38][C@@H:33]([C:30]2[CH:31]=[CH:32][C:27]([C:23]3[N:22]=[C:21]4[N:40]([CH2:41][O:42][CH2:43][CH2:44][Si:45]([CH3:48])([CH3:47])[CH3:46])[C:18]([O:17][C@@H:16]5[CH2:15][O:14][C@@H:13]6[C@H:9]([O:8][Si:1]([C:4]([CH3:6])([CH3:7])[CH3:5])([CH3:3])[CH3:2])[CH2:10][O:11][C@H:12]56)=[N:19][C:20]4=[CH:25][C:24]=3[Cl:26])=[CH:28][CH:29]=2)[CH2:34][CH2:35]1)(=[O:59])=[O:58], predict the reactants needed to synthesize it. The reactants are: [Si:1]([O:8][C@H:9]1[C@H:13]2[O:14][CH2:15][C@@H:16]([O:17][C:18]3[N:40]([CH2:41][O:42][CH2:43][CH2:44][Si:45]([CH3:48])([CH3:47])[CH3:46])[C:21]4=[N:22][C:23]([C:27]5[CH:32]=[CH:31][C:30]([C@@H:33]6[CH2:38][CH2:37][C@H:36]([OH:39])[CH2:35][CH2:34]6)=[CH:29][CH:28]=5)=[C:24]([Cl:26])[CH:25]=[C:20]4[N:19]=3)[C@H:12]2[O:11][CH2:10]1)([C:4]([CH3:7])([CH3:6])[CH3:5])([CH3:3])[CH3:2].C(N(CC)CC)C.[CH3:56][S:57](Cl)(=[O:59])=[O:58]. (5) Given the product [Br:9][C:10]1[CH:15]=[CH:14][C:13]([C:16](=[C:1]2[CH2:7][CH2:6][CH2:5][CH2:4][CH2:3][CH2:2]2)[C:18]2[CH:23]=[CH:22][C:21]([OH:24])=[CH:20][CH:19]=2)=[C:12]([F:25])[CH:11]=1, predict the reactants needed to synthesize it. The reactants are: [C:1]1(=O)[CH2:7][CH2:6][CH2:5][CH2:4][CH2:3][CH2:2]1.[Br:9][C:10]1[CH:15]=[CH:14][C:13]([C:16]([C:18]2[CH:23]=[CH:22][C:21]([OH:24])=[CH:20][CH:19]=2)=O)=[C:12]([F:25])[CH:11]=1.O.C([O-])([O-])=O.[K+].[K+]. (6) Given the product [Br:1][C:2]1[C:7]([C:8]([O:10][CH3:18])=[O:9])=[C:6]([F:11])[C:5]([F:12])=[CH:4][CH:3]=1, predict the reactants needed to synthesize it. The reactants are: [Br:1][C:2]1[C:7]([C:8]([OH:10])=[O:9])=[C:6]([F:11])[C:5]([F:12])=[CH:4][CH:3]=1.OS(O)(=O)=O.[CH3:18]O. (7) Given the product [CH2:34]([C:33]1[N:36]=[C:27]([CH:13]2[CH2:14][CH:15]([C:17]3[CH:18]=[CH:19][C:20]([C:23]([F:26])([F:25])[F:24])=[CH:21][CH:22]=3)[CH2:16][N:11]([C:9]([N:5]3[CH2:6][CH2:7][CH2:8][CH:3]([O:2][CH3:1])[CH2:4]3)=[O:10])[CH2:12]2)[O:29][N:32]=1)[CH3:35], predict the reactants needed to synthesize it. The reactants are: [CH3:1][O:2][CH:3]1[CH2:8][CH2:7][CH2:6][N:5]([C:9]([N:11]2[CH2:16][CH:15]([C:17]3[CH:22]=[CH:21][C:20]([C:23]([F:26])([F:25])[F:24])=[CH:19][CH:18]=3)[CH2:14][CH:13]([C:27]([OH:29])=O)[CH2:12]2)=[O:10])[CH2:4]1.Cl.O[N:32]=[C:33]([NH2:36])[CH2:34][CH3:35]. (8) Given the product [NH:20]1[CH2:19][CH:18]([CH2:17][N:10]([C@@H:8]2[CH2:9][C@H:7]2[C:1]2[CH:6]=[CH:5][CH:4]=[CH:3][CH:2]=2)[C:11](=[O:16])[C:12]([F:15])([F:14])[F:13])[CH2:21]1, predict the reactants needed to synthesize it. The reactants are: [C:1]1([C@@H:7]2[CH2:9][C@H:8]2[N:10]([CH2:17][CH:18]2[CH2:21][N:20](C(OC(C)(C)C)=O)[CH2:19]2)[C:11](=[O:16])[C:12]([F:15])([F:14])[F:13])[CH:6]=[CH:5][CH:4]=[CH:3][CH:2]=1.C(O)(C(F)(F)F)=O.